Dataset: Forward reaction prediction with 1.9M reactions from USPTO patents (1976-2016). Task: Predict the product of the given reaction. (1) The product is: [C:9]([O:3][C:1]([N:7]1[CH2:10][CH:9]([C:11]([OH:13])=[O:12])[CH2:8]1)=[O:4])([CH3:11])([CH3:10])[CH3:8]. Given the reactants [C:1]([O-:4])([O-:3])=O.[K+].[K+].[NH:7]1[CH2:10][CH:9]([C:11]([OH:13])=[O:12])[CH2:8]1, predict the reaction product. (2) Given the reactants [Cl:1][C:2]1[N:3]([C:13]2[CH:18]=[CH:17][C:16]([F:19])=[CH:15][CH:14]=2)[C:4]2[C:9]([C:10]=1[CH:11]=[O:12])=[CH:8][CH:7]=[CH:6][CH:5]=2.[NH:20]1[CH2:25][CH2:24][NH:23][CH2:22][CH2:21]1.Cl, predict the reaction product. The product is: [ClH:1].[F:19][C:16]1[CH:17]=[CH:18][C:13]([N:3]2[C:4]3[C:9](=[CH:8][CH:7]=[CH:6][CH:5]=3)[C:10]([CH:11]=[O:12])=[C:2]2[N:20]2[CH2:25][CH2:24][NH:23][CH2:22][CH2:21]2)=[CH:14][CH:15]=1. (3) Given the reactants [NH2:1][C:2]1[CH:3]=[C:4]([CH:19]=[CH:20][CH:21]=1)[O:5][C:6]1[C:15]2[C:10](=[CH:11][C:12]([OH:18])=[C:13]([O:16][CH3:17])[CH:14]=2)[N:9]=[CH:8][N:7]=1.[F:22][C:23]([F:43])([F:42])[C:24]([C:27]1[O:31][N:30]=[C:29]([NH:32][C:33](=O)[O:34]C2C=CC=CC=2)[CH:28]=1)([CH3:26])[CH3:25], predict the reaction product. The product is: [OH:18][C:12]1[CH:11]=[C:10]2[C:15]([C:6]([O:5][C:4]3[CH:3]=[C:2]([NH:1][C:33]([NH:32][C:29]4[CH:28]=[C:27]([C:24]([CH3:26])([CH3:25])[C:23]([F:43])([F:42])[F:22])[O:31][N:30]=4)=[O:34])[CH:21]=[CH:20][CH:19]=3)=[N:7][CH:8]=[N:9]2)=[CH:14][C:13]=1[O:16][CH3:17].